This data is from Catalyst prediction with 721,799 reactions and 888 catalyst types from USPTO. The task is: Predict which catalyst facilitates the given reaction. (1) Reactant: [C:1]([O:5][C:6]([N:8]1[CH2:12][CH2:11][CH2:10][C@@H:9]1[CH2:13][O:14][C:15]1[CH:20]=[CH:19][C:18]([OH:21])=[CH:17][CH:16]=1)=[O:7])([CH3:4])([CH3:3])[CH3:2].Br[C:23]1[CH:28]=[CH:27][C:26]([C:29]2[O:33][CH:32]=[N:31][CH:30]=2)=[CH:25][CH:24]=1.C(=O)([O-])[O-].[Cs+].[Cs+].CN(C)CC(O)=O.Cl. Product: [C:1]([O:5][C:6]([N:8]1[CH2:12][CH2:11][CH2:10][C@@H:9]1[CH2:13][O:14][C:15]1[CH:20]=[CH:19][C:18]([O:21][C:23]2[CH:24]=[CH:25][C:26]([C:29]3[O:33][CH:32]=[N:31][CH:30]=3)=[CH:27][CH:28]=2)=[CH:17][CH:16]=1)=[O:7])([CH3:4])([CH3:2])[CH3:3]. The catalyst class is: 185. (2) Reactant: [CH3:1][Si]([N-][Si](C)(C)C)(C)C.[Na+:10].[C:11]1([CH3:20])[C:12]([N:17]=[C:18]=[S:19])=[CH:13][CH:14]=[CH:15][CH:16]=1.[CH3:21][C:22]#[N:23].[CH3:24][CH2:25][OH:26]. Product: [C:22]([C:21]1[CH:1]=[CH:24][C:25](=[O:26])[N:17]([C:12]2[CH:13]=[CH:14][CH:15]=[CH:16][C:11]=2[CH3:20])[C:18]=1[S-:19])#[N:23].[Na+:10]. The catalyst class is: 1. (3) Reactant: C(OC([N:8]1[CH2:14][C:13]2[CH:15]=[CH:16][CH:17]=[CH:18][C:12]=2[N:11]([C:19](=[O:44])[C:20]2[CH:25]=[CH:24][C:23]([CH2:26][CH2:27][CH2:28][C:29]([N:31]3[CH2:36][CH2:35][N:34]([CH2:37][CH2:38][C:39]([CH3:42])([CH3:41])[CH3:40])[CH2:33][CH2:32]3)=[O:30])=[C:22]([CH3:43])[CH:21]=2)[CH2:10][CH2:9]1)=O)(C)(C)C.Cl. Product: [CH3:40][C:39]([CH3:42])([CH3:41])[CH2:38][CH2:37][N:34]1[CH2:33][CH2:32][N:31]([C:29](=[O:30])[CH2:28][CH2:27][CH2:26][C:23]2[CH:24]=[CH:25][C:20]([C:19]([N:11]3[C:12]4[CH:18]=[CH:17][CH:16]=[CH:15][C:13]=4[CH2:14][NH:8][CH2:9][CH2:10]3)=[O:44])=[CH:21][C:22]=2[CH3:43])[CH2:36][CH2:35]1. The catalyst class is: 71. (4) The catalyst class is: 29. Reactant: C([O:8][C:9]([CH:11]([CH2:31][CH2:32][C:33]([O:35]CC1C=CC=CC=1)=[O:34])[CH2:12][P:13]([CH2:23][C:24]1[CH:29]=[CH:28][C:27]([CH3:30])=[CH:26][CH:25]=1)(=[O:22])[O:14]CC1C=CC=CC=1)=[O:10])C1C=CC=CC=1. Product: [CH3:30][C:27]1[CH:28]=[CH:29][C:24]([CH2:23][P:13]([CH2:12][CH:11]([CH2:31][CH2:32][C:33]([OH:35])=[O:34])[C:9]([OH:10])=[O:8])([OH:22])=[O:14])=[CH:25][CH:26]=1.